Dataset: Reaction yield outcomes from USPTO patents with 853,638 reactions. Task: Predict the reaction yield, written as a fraction of the theoretical maximum amount of product (1.0 means a 100% yield; for example, 0.34 means a 34% yield). (1) The reactants are [CH3:1][O:2][C:3]1[N:4]=[C:5]([NH:17][C:18]2[CH:25]=[CH:24][C:21]([C:22]#[N:23])=[C:20]([C:26]([F:29])([F:28])[F:27])[CH:19]=2)[N:6](CC2C=CC(OC)=CC=2)[N:7]=1.C(O)(C(F)(F)F)=O. No catalyst specified. The product is [CH3:1][O:2][C:3]1[NH:7][N:6]=[C:5]([NH:17][C:18]2[CH:25]=[CH:24][C:21]([C:22]#[N:23])=[C:20]([C:26]([F:29])([F:27])[F:28])[CH:19]=2)[N:4]=1. The yield is 0.460. (2) The reactants are C[O:2][C:3](=[O:17])[CH:4]=[CH:5][C:6]1[CH:11]=[CH:10][C:9]([F:12])=[CH:8][C:7]=1[NH:13][CH2:14][CH2:15][CH3:16].[Li+].[OH-]. The catalyst is C1COCC1.CO. The product is [F:12][C:9]1[CH:10]=[CH:11][C:6]([CH:5]=[CH:4][C:3]([OH:17])=[O:2])=[C:7]([NH:13][CH2:14][CH2:15][CH3:16])[CH:8]=1. The yield is 0.790. (3) The yield is 0.540. The reactants are [F:1][C:2]([F:13])([F:12])[C:3]1[CH:8]=[CH:7][C:6](B(O)O)=[CH:5][CH:4]=1.Br[C:15]1[CH:16]=[CH:17][C:18]2[O:22][C:21]([N:23]3[CH:29]4[CH2:30][CH2:31][N:26]([CH2:27][CH2:28]4)[CH2:25][CH2:24]3)=[N:20][C:19]=2[CH:32]=1. The product is [F:1][C:2]([F:13])([F:12])[C:3]1[CH:8]=[CH:7][C:6]([C:15]2[CH:16]=[CH:17][C:18]3[O:22][C:21]([N:23]4[CH:29]5[CH2:28][CH2:27][N:26]([CH2:31][CH2:30]5)[CH2:25][CH2:24]4)=[N:20][C:19]=3[CH:32]=2)=[CH:5][CH:4]=1. No catalyst specified. (4) The reactants are [Si:1]([O:8][CH2:9][CH2:10][CH2:11][CH2:12][CH2:13][C:14](=[O:29])[C:15]#[C:16][CH2:17][CH2:18][CH2:19]/[CH:20]=[CH:21]/[C:22]1[CH:27]=[CH:26][CH:25]=[CH:24][C:23]=1[Cl:28])([C:4]([CH3:7])([CH3:6])[CH3:5])([CH3:3])[CH3:2].CCOC(C)=O.CCCCCC. The catalyst is ClCCCl. The product is [Si:1]([O:8][CH2:9][CH2:10][CH2:11][CH2:12][CH2:13][C:14]([C:15]1[C:27]2[C:22](=[C:23]([Cl:28])[CH:24]=[CH:25][CH:26]=2)[CH:21]=[C:20]2[CH2:19][CH2:18][CH2:17][C:16]=12)=[O:29])([C:4]([CH3:7])([CH3:6])[CH3:5])([CH3:3])[CH3:2]. The yield is 0.970. (5) The reactants are [O:1]1[CH2:6][CH2:5][C:4](=[O:7])[CH2:3][CH2:2]1.[Li+].CC([N-]C(C)C)C.C(NC(C)C)(C)C.[Li]CCCC.CN(P(N(C)C)(N(C)C)=O)C.[CH2:39]([O:41][C:42](=[O:45])C#N)[CH3:40]. The catalyst is O1CCCC1. The product is [O:7]=[C:4]1[CH2:5][CH2:6][O:1][CH2:2][CH:3]1[C:42]([O:41][CH2:39][CH3:40])=[O:45]. The yield is 0.210. (6) The reactants are [Cl:1][C:2]1[CH:3]=[C:4]([NH:9][C:10]([N:12]2[CH2:17][CH2:16][N:15]([C:18]([O:20][C:21]([CH3:24])([CH3:23])[CH3:22])=[O:19])[CH2:14][CH:13]2[CH2:25]O)=[O:11])[CH:5]=[CH:6][C:7]=1[Cl:8].C1(P(C2C=CC=CC=2)C2C=CC=CC=2)C=CC=CC=1.N(C(OCC)=O)=NC(OCC)=O.C1(C)C=CC=CC=1.O. The catalyst is CN(C)C=O. The product is [Cl:1][C:2]1[CH:3]=[C:4]([N:9]2[CH2:25][CH:13]3[CH2:14][N:15]([C:18]([O:20][C:21]([CH3:24])([CH3:23])[CH3:22])=[O:19])[CH2:16][CH2:17][N:12]3[C:10]2=[O:11])[CH:5]=[CH:6][C:7]=1[Cl:8]. The yield is 0.955. (7) The reactants are O1CCOCC1.[CH2:7]([C:9]1[CH:10]=[CH:11][C:12]([CH:15]=[CH2:16])=[N:13][CH:14]=1)[CH3:8].[Br:17]N1C(=O)CCC1=O.[OH2:25]. No catalyst specified. The product is [Br:17][CH2:16][CH:15]([C:12]1[CH:11]=[CH:10][C:9]([CH2:7][CH3:8])=[CH:14][N:13]=1)[OH:25]. The yield is 0.850.